This data is from Reaction yield outcomes from USPTO patents with 853,638 reactions. The task is: Predict the reaction yield, written as a fraction of the theoretical maximum amount of product (1.0 means a 100% yield; for example, 0.34 means a 34% yield). (1) The reactants are [NH:1]1[CH:5]=[CH:4][CH:3]=[N:2]1.[OH-].[K+].C(=O)([O-])[O-].[K+].[K+].Br[CH2:15][C:16]1[CH:21]=[CH:20][CH:19]=[CH:18][CH:17]=1. The catalyst is [Br-].C([N+](CCCC)(CCCC)CCCC)CCC.C1(C)C(C)=CC=CC=1. The product is [CH2:15]([N:1]1[CH:5]=[CH:4][CH:3]=[N:2]1)[C:16]1[CH:21]=[CH:20][CH:19]=[CH:18][CH:17]=1. The yield is 0.560. (2) The reactants are [N+:1]([C:4]1[CH:14]=[C:8]2[C:9]([O:11][C:12](=[O:13])[C:7]2=[CH:6][CH:5]=1)=O)([O-])=O.[CH3:15][C:16]1[CH:22]=[CH:21][CH:20]=[C:19]([CH3:23])[C:17]=1[NH2:18].[Sn](Cl)Cl.[OH-].[Na+]. The catalyst is C(O)(=O)C.C(OCC)(=O)C. The product is [NH2:1][C:4]1[CH:14]=[C:8]2[C:7](=[CH:6][CH:5]=1)[C:12](=[O:13])[N:18]([C:17]1[C:19]([CH3:23])=[CH:20][CH:21]=[CH:22][C:16]=1[CH3:15])[C:9]2=[O:11]. The yield is 0.670. (3) The reactants are CC1C=C(C)N(C2C=C(C=CC=2)OC2C=CC3C4C(=CC=CC=4)NC=3C=2)N=1.CC1C=C(C)N(C2C=C(C=CC=2)[O:38][C:39]2[CH:51]=[CH:50][C:49]3[C:48]4[C:43](=[CH:44][CH:45]=[CH:46][CH:47]=4)[N:42]([CH:52]4[CH2:57][CH2:56][CH2:55][CH2:54][O:53]4)[C:41]=3[CH:40]=2)N=1.S(O)(C)(=O)=O.C(=O)(O)[O-].[Na+]. The catalyst is CO.CCCCCC.C(OCC)(=O)C. The product is [O:53]1[CH2:54][CH2:55][CH2:56][CH2:57][CH:52]1[N:42]1[C:41]2[CH:40]=[C:39]([OH:38])[CH:51]=[CH:50][C:49]=2[C:48]2[C:43]1=[CH:44][CH:45]=[CH:46][CH:47]=2. The yield is 0.810. (4) The reactants are [CH2:1]([C:3]1[C:4]([O:15]C)=[N:5][C:6]([CH3:14])=[C:7]([C:9]2[O:13][N:12]=[CH:11][N:10]=2)[CH:8]=1)[CH3:2].[I-].[Na+].Cl[Si](C)(C)C. The catalyst is C(#N)C. The product is [CH2:1]([C:3]1[C:4](=[O:15])[NH:5][C:6]([CH3:14])=[C:7]([C:9]2[O:13][N:12]=[CH:11][N:10]=2)[CH:8]=1)[CH3:2]. The yield is 0.710. (5) The reactants are C(=O)([O-])[O-].[K+].[K+].[CH2:7]([O:14][C:15]1[N:16]=[N:17][C:18]([C:29]#[C:30][Si](C)(C)C)=[CH:19][C:20]=1[O:21][CH2:22][C:23]1[CH:28]=[CH:27][CH:26]=[CH:25][CH:24]=1)[C:8]1[CH:13]=[CH:12][CH:11]=[CH:10][CH:9]=1.CO. The catalyst is O1CCCC1. The product is [CH2:7]([O:14][C:15]1[N:16]=[N:17][C:18]([C:29]#[CH:30])=[CH:19][C:20]=1[O:21][CH2:22][C:23]1[CH:28]=[CH:27][CH:26]=[CH:25][CH:24]=1)[C:8]1[CH:9]=[CH:10][CH:11]=[CH:12][CH:13]=1. The yield is 0.780. (6) The reactants are [CH3:1][C:2]1[CH:3]=[N:4][CH:5]=[CH:6][C:7]=1[C:8]#[C:9][Si](C)(C)C.C(=O)([O-])[O-].[K+].[K+].CCOCC. The catalyst is CO. The product is [C:8]([C:7]1[CH:6]=[CH:5][N:4]=[CH:3][C:2]=1[CH3:1])#[CH:9]. The yield is 0.700. (7) The reactants are Br[C:2]1[CH:3]=[C:4]([S:8]([NH:11][C:12]2[CH:17]=[CH:16][CH:15]=[CH:14][CH:13]=2)(=[O:10])=[O:9])[CH:5]=[CH:6][CH:7]=1.C1C=CC=CC=1.C(N(CC)CC)C.[CH2:31]([OH:34])[C:32]#[CH:33]. The catalyst is Cl.C1C=CC([P]([Pd]([P](C2C=CC=CC=2)(C2C=CC=CC=2)C2C=CC=CC=2)([P](C2C=CC=CC=2)(C2C=CC=CC=2)C2C=CC=CC=2)[P](C2C=CC=CC=2)(C2C=CC=CC=2)C2C=CC=CC=2)(C2C=CC=CC=2)C2C=CC=CC=2)=CC=1.[Cu](I)I. The product is [OH:34][CH2:31][C:32]#[C:33][C:2]1[CH:3]=[C:4]([S:8]([NH:11][C:12]2[CH:17]=[CH:16][CH:15]=[CH:14][CH:13]=2)(=[O:10])=[O:9])[CH:5]=[CH:6][CH:7]=1. The yield is 0.640. (8) The reactants are [NH2:1][CH:2]1[CH2:8][CH2:7][CH2:6][CH2:5][N:4]([CH2:9][C:10]([OH:12])=[O:11])[C:3]1=[O:13].C(=O)([O-])O.[Na+].[CH:19]1[C:31]2[CH:30]([CH2:32][O:33][C:34](ON3C(=O)CCC3=O)=[O:35])[C:29]3[C:24](=[CH:25][CH:26]=[CH:27][CH:28]=3)[C:23]=2[CH:22]=[CH:21][CH:20]=1.CCOCC. The catalyst is O.O1CCCC1. The product is [CH:19]1[C:31]2[CH:30]([CH2:32][O:33][C:34]([NH:1][CH:2]3[CH2:8][CH2:7][CH2:6][CH2:5][N:4]([CH2:9][C:10]([OH:12])=[O:11])[C:3]3=[O:13])=[O:35])[C:29]3[C:24](=[CH:25][CH:26]=[CH:27][CH:28]=3)[C:23]=2[CH:22]=[CH:21][CH:20]=1. The yield is 0.980. (9) The reactants are [OH:1][CH2:2][C:3]1[O:9][C:6]([CH:7]=[O:8])=[CH:5][CH:4]=1.[H][H].O[CH2:13][C:14]1OC(CO)=CC=1.[CH2:21](O)[CH3:22]. The catalyst is [Pt]. The product is [CH2:13]([O:8][CH2:7][C:6]1[O:9][C:3]([CH2:2][O:1][CH2:21][CH3:22])=[CH:4][CH:5]=1)[CH3:14]. The yield is 0.750. (10) The reactants are [CH3:1][S:2]([NH:5][C:6]1[CH:7]=[C:8]([CH:14]=[CH:15][N:16]=1)[C:9]([O:11][CH2:12][CH3:13])=[O:10])(=[O:4])=[O:3].[C:17](O[C:17]([O:19][C:20]([CH3:23])([CH3:22])[CH3:21])=[O:18])([O:19][C:20]([CH3:23])([CH3:22])[CH3:21])=[O:18]. The catalyst is CN(C1C=CN=CC=1)C.C(Cl)Cl. The product is [C:20]([O:19][C:17]([N:5]([C:6]1[CH:7]=[C:8]([CH:14]=[CH:15][N:16]=1)[C:9]([O:11][CH2:12][CH3:13])=[O:10])[S:2]([CH3:1])(=[O:3])=[O:4])=[O:18])([CH3:23])([CH3:22])[CH3:21]. The yield is 0.502.